From a dataset of Reaction yield outcomes from USPTO patents with 853,638 reactions. Predict the reaction yield, written as a fraction of the theoretical maximum amount of product (1.0 means a 100% yield; for example, 0.34 means a 34% yield). (1) The yield is 0.490. The catalyst is O. The product is [Cl:9][C:10]1[CH:15]=[CH:14][C:13]([CH:4]2[CH2:5][C:6](=[O:7])[N:2]([O:1][CH3:18])[C:3]2=[O:8])=[CH:12][N:11]=1. The reactants are [OH:1][N:2]1[C:6](=[O:7])[CH2:5][CH2:4][C:3]1=[O:8].[Cl:9][C:10]1[CH:15]=[CH:14][C:13](CCl)=[CH:12][N:11]=1.[CH3:18]N(C=O)C.C([O-])([O-])=O.[K+].[K+]. (2) The reactants are [Cl:1][C:2]1[CH:7]=[C:6]([Cl:8])[CH:5]=[CH:4][C:3]=1[C:9]1[N:10]=[C:11](/[CH:30]=[CH:31]/[C:32]2[CH:37]=[CH:36][C:35]([OH:38])=[CH:34][CH:33]=2)[N:12]([CH2:14][C:15]([NH:17][CH:18]([C:20]2[C:29]3[C:24](=[CH:25][CH:26]=[CH:27][CH:28]=3)[CH:23]=[CH:22][CH:21]=2)[CH3:19])=[O:16])[CH:13]=1.Br[CH2:40][CH2:41][CH2:42][C:43]([O:45]C)=[O:44]. No catalyst specified. The product is [Cl:1][C:2]1[CH:7]=[C:6]([Cl:8])[CH:5]=[CH:4][C:3]=1[C:9]1[N:10]=[C:11](/[CH:30]=[CH:31]/[C:32]2[CH:33]=[CH:34][C:35]([O:38][CH2:40][CH2:41][CH2:42][C:43]([OH:45])=[O:44])=[CH:36][CH:37]=2)[N:12]([CH2:14][C:15](=[O:16])[NH:17][CH:18]([C:20]2[C:29]3[C:24](=[CH:25][CH:26]=[CH:27][CH:28]=3)[CH:23]=[CH:22][CH:21]=2)[CH3:19])[CH:13]=1. The yield is 0.390. (3) The reactants are [N+:1]([C:4]1[CH:9]=[CH:8][C:7]([OH:10])=[CH:6][CH:5]=1)([O-:3])=[O:2].[F:11][C:12]1[CH:19]=[C:18]([F:20])[CH:17]=[CH:16][C:13]=1[CH2:14]Br. No catalyst specified. The product is [F:11][C:12]1[CH:19]=[C:18]([F:20])[CH:17]=[CH:16][C:13]=1[CH2:14][O:10][C:7]1[CH:8]=[CH:9][C:4]([N+:1]([O-:3])=[O:2])=[CH:5][CH:6]=1. The yield is 0.860. (4) The reactants are [CH3:1]O.[Cl:3][C:4]1[CH:5]=[C:6]([CH2:11][C:12]([OH:14])=[O:13])[CH:7]=[CH:8][C:9]=1[Cl:10].S(=O)(=O)(O)O. The catalyst is ClCCCl. The product is [Cl:3][C:4]1[CH:5]=[C:6]([CH2:11][C:12]([O:14][CH3:1])=[O:13])[CH:7]=[CH:8][C:9]=1[Cl:10]. The yield is 0.980. (5) The reactants are CS(O[C@@:6]1([CH3:21])[CH2:10][CH2:9][CH2:8][N:7]1[C:11]([O:13][CH2:14][C:15]1[CH:20]=[CH:19][CH:18]=[CH:17][CH:16]=1)=[O:12])(=O)=O.[Cl:22][C:23]1[CH:24]=[C:25]2[C:30](=[CH:31][CH:32]=1)[CH:29]=[C:28]([SH:33])[CH:27]=[CH:26]2.C[O-].[Na+]. The catalyst is CO. The product is [Cl:22][C:23]1[CH:24]=[C:25]2[C:30](=[CH:31][CH:32]=1)[CH:29]=[C:28]([S:33][CH2:21][C@@H:6]1[CH2:10][CH2:9][CH2:8][N:7]1[C:11]([O:13][CH2:14][C:15]1[CH:16]=[CH:17][CH:18]=[CH:19][CH:20]=1)=[O:12])[CH:27]=[CH:26]2. The yield is 0.520.